This data is from Full USPTO retrosynthesis dataset with 1.9M reactions from patents (1976-2016). The task is: Predict the reactants needed to synthesize the given product. (1) Given the product [C:11]1([C@@H:12]([NH2:13])[CH:14]=[CH2:15])[C:2]2[C:7](=[CH:6][CH:5]=[CH:4][CH:3]=2)[CH:8]=[CH:9][CH:10]=1, predict the reactants needed to synthesize it. The reactants are: C[CH2:2][CH2:3][CH2:4][CH2:5][CH2:6][CH2:7][CH2:8][CH2:9][CH2:10][CH2:11][CH2:12][NH2:13].[CH2:14](OC(=O)COC)[CH3:15].CCCCCC.CNC. (2) Given the product [OH:13][CH2:12][CH2:11][O:10][C:7]1[CH:8]=[CH:9][C:4]([C:3]([OH:14])=[O:2])=[CH:5][CH:6]=1, predict the reactants needed to synthesize it. The reactants are: C[O:2][C:3](=[O:14])[C:4]1[CH:9]=[CH:8][C:7]([O:10][CH2:11][CH2:12][OH:13])=[CH:6][CH:5]=1.[OH-].[Na+]. (3) Given the product [F:23][C:24]1[CH:29]=[CH:28][C:27]([CH2:30][S:31][C:2]2[N:7]=[CH:6][N:5]([C:8]3[CH:13]=[CH:12][C:11]([O:14][CH2:15][C:16]([OH:19])([CH3:18])[CH3:17])=[C:10]([O:20][CH3:21])[CH:9]=3)[C:4](=[O:22])[CH:3]=2)=[CH:26][CH:25]=1, predict the reactants needed to synthesize it. The reactants are: Cl[C:2]1[N:7]=[CH:6][N:5]([C:8]2[CH:13]=[CH:12][C:11]([O:14][CH2:15][C:16]([OH:19])([CH3:18])[CH3:17])=[C:10]([O:20][CH3:21])[CH:9]=2)[C:4](=[O:22])[CH:3]=1.[F:23][C:24]1[CH:29]=[CH:28][C:27]([CH2:30][SH:31])=[CH:26][CH:25]=1.C(=O)([O-])[O-].[K+].[K+]. (4) The reactants are: [N:1]1[CH:6]=[CH:5][C:4]([C:7]2[O:8][C:9]3[C:15]([C:16]([O:18]C)=O)=[CH:14][CH:13]=[CH:12][C:10]=3[N:11]=2)=[CH:3][CH:2]=1.O.[NH4+:21]. Given the product [N:1]1[CH:6]=[CH:5][C:4]([C:7]2[O:8][C:9]3[C:15]([C:16]([NH2:21])=[O:18])=[CH:14][CH:13]=[CH:12][C:10]=3[N:11]=2)=[CH:3][CH:2]=1, predict the reactants needed to synthesize it. (5) Given the product [CH3:1][C@H:2]1[O:7][C@H:6]2[CH2:8][C:9]3[CH:10]=[CH:11][CH:12]=[CH:13][C:14]=3[C@H:5]2[N:4]([C:16]2[CH:17]=[CH:18][C:19]3[O:20][CH2:21][C:22](=[O:26])[NH:23][C:24]=3[N:25]=2)[CH2:3]1, predict the reactants needed to synthesize it. The reactants are: [CH3:1][CH:2]1[O:7][C@H:6]2[CH2:8][C:9]3[CH:10]=[CH:11][CH:12]=[CH:13][C:14]=3[C@H:5]2[NH:4][CH2:3]1.Br[C:16]1[CH:17]=[CH:18][C:19]2[O:20][CH2:21][C:22](=[O:26])[NH:23][C:24]=2[N:25]=1.